Dataset: Reaction yield outcomes from USPTO patents with 853,638 reactions. Task: Predict the reaction yield, written as a fraction of the theoretical maximum amount of product (1.0 means a 100% yield; for example, 0.34 means a 34% yield). (1) The catalyst is CCO. The product is [CH2:1]([N:5]1[C:13]2[N:12]=[C:11]([Cl:14])[NH:10][C:9]=2[C:8](=[O:15])[N:7]([CH2:16][CH2:17][CH2:18][CH2:19][C:20](=[NH:21])[NH:23][OH:24])[C:6]1=[O:22])[CH2:2][CH2:3][CH3:4]. The reactants are [CH2:1]([N:5]1[C:13]2[N:12]=[C:11]([Cl:14])[NH:10][C:9]=2[C:8](=[O:15])[N:7]([CH2:16][CH2:17][CH2:18][CH2:19][C:20]#[N:21])[C:6]1=[O:22])[CH2:2][CH2:3][CH3:4].[NH2:23][OH:24]. The yield is 0.470. (2) The reactants are [NH2:1][C:2]1[CH:7]=[CH:6][C:5]([F:8])=[CH:4][C:3]=1[NH:9][C:10]1[CH:18]=[CH:17][CH:16]=[C:15]2[C:11]=1[CH2:12][CH2:13][CH:14]2[N:19]([C:34](=[O:39])[C:35]([F:38])([F:37])[F:36])[C:20]1[CH:33]=[CH:32][C:23]2[C@H:24]([CH2:27][C:28]([O:30][CH3:31])=[O:29])[CH2:25][O:26][C:22]=2[CH:21]=1.[CH2:40]([O:42][C:43](OCC)(OCC)OCC)[CH3:41]. The catalyst is C(O)(=O)C. The product is [CH2:40]([O:42][C:43]1[N:9]([C:10]2[CH:18]=[CH:17][CH:16]=[C:15]3[C:11]=2[CH2:12][CH2:13][CH:14]3[N:19]([C:34](=[O:39])[C:35]([F:38])([F:37])[F:36])[C:20]2[CH:33]=[CH:32][C:23]3[C@H:24]([CH2:27][C:28]([O:30][CH3:31])=[O:29])[CH2:25][O:26][C:22]=3[CH:21]=2)[C:3]2[CH:4]=[C:5]([F:8])[CH:6]=[CH:7][C:2]=2[N:1]=1)[CH3:41]. The yield is 0.890.